Dataset: Reaction yield outcomes from USPTO patents with 853,638 reactions. Task: Predict the reaction yield, written as a fraction of the theoretical maximum amount of product (1.0 means a 100% yield; for example, 0.34 means a 34% yield). (1) The reactants are [F:1][C:2]([F:24])([F:23])[CH:3]([C:14]1[CH:19]=[C:18]([Cl:20])[C:17]([Cl:21])=[C:16]([Cl:22])[CH:15]=1)/[CH:4]=[CH:5]/[C:6]1[CH:11]=[CH:10][C:9]([NH:12][NH2:13])=[CH:8][CH:7]=1.CCN(C(C)C)C(C)C.C1C=CC2N(O)N=NC=2C=1.O.CCN=C=NCCCN(C)C.Cl.[CH:57]1([C:60](Cl)=[O:61])[CH2:59][CH2:58]1. The catalyst is C(Cl)Cl.C([O-])(O)=O.[Na+]. The product is [F:24][C:2]([F:1])([F:23])[CH:3]([C:14]1[CH:15]=[C:16]([Cl:22])[C:17]([Cl:21])=[C:18]([Cl:20])[CH:19]=1)/[CH:4]=[CH:5]/[C:6]1[CH:11]=[CH:10][C:9]([NH:12][NH:13][C:60]([CH:57]2[CH2:59][CH2:58]2)=[O:61])=[CH:8][CH:7]=1. The yield is 0.550. (2) The reactants are [C:1]1([C:7]2[S:11][C:10]([NH2:12])=[N:9][CH:8]=2)[CH:6]=[CH:5][CH:4]=[CH:3][CH:2]=1.Cl[CH2:14][C:15](=O)[CH2:16][C:17]([O:19][CH2:20][CH3:21])=[O:18]. The catalyst is C(C(C)=O)C. The product is [C:1]1([C:7]2[S:11][C:10]3=[N:12][C:15]([CH2:16][C:17]([O:19][CH2:20][CH3:21])=[O:18])=[CH:14][N:9]3[CH:8]=2)[CH:2]=[CH:3][CH:4]=[CH:5][CH:6]=1. The yield is 0.350. (3) The reactants are C([O:3][C:4](=[O:43])[CH2:5][CH2:6][CH2:7][CH2:8][N:9]1[CH2:15][CH2:14][CH2:13][N:12]([C:16](=[O:42])[C:17]2[CH:22]=[CH:21][CH:20]=[C:19]([C@@H:23]([N:31]3[CH2:36][C@@H:35]([CH3:37])[N:34]([CH2:38][CH:39]=[CH2:40])[CH2:33][C@@H:32]3[CH3:41])[C:24]3[CH:29]=[CH:28][CH:27]=[C:26]([OH:30])[CH:25]=3)[CH:18]=2)[CH2:11][CH2:10]1)C.[OH-].[Na+].Cl. The catalyst is C1COCC1. The product is [CH2:38]([N:34]1[C@H:35]([CH3:37])[CH2:36][N:31]([C@@H:23]([C:24]2[CH:29]=[CH:28][CH:27]=[C:26]([OH:30])[CH:25]=2)[C:19]2[CH:18]=[C:17]([CH:22]=[CH:21][CH:20]=2)[C:16]([N:12]2[CH2:13][CH2:14][CH2:15][N:9]([CH2:8][CH2:7][CH2:6][CH2:5][C:4]([OH:43])=[O:3])[CH2:10][CH2:11]2)=[O:42])[C@@H:32]([CH3:41])[CH2:33]1)[CH:39]=[CH2:40]. The yield is 0.680. (4) The yield is 0.690. The product is [CH2:1]([O:3][C:4](=[O:8])[C@H:5]([OH:7])[CH2:6][N:11]=[N+:12]=[N-:13])[CH3:2]. The catalyst is CN(C=O)C. The reactants are [CH2:1]([O:3][C:4](=[O:8])[C@@H:5]1[O:7][CH2:6]1)[CH3:2].[Cl-].[NH4+].[N-:11]=[N+:12]=[N-:13].[Na+]. (5) The reactants are [O:1]=[C:2]1[NH:6][C:5](=[O:7])[C:4](=[CH:8][C:9]2[CH:14]=[CH:13][C:12]([C:15]3[CH:20]=[CH:19][CH:18]=[C:17]([CH2:21][NH:22][C:23](=[O:29])[O:24][C:25]([CH3:28])([CH3:27])[CH3:26])[CH:16]=3)=[CH:11][CH:10]=2)[S:3]1.N1C=CC=CC=1.[Li+].[BH4-].Cl. The catalyst is C1COCC1. The product is [O:1]=[C:2]1[NH:6][C:5](=[O:7])[CH:4]([CH2:8][C:9]2[CH:10]=[CH:11][C:12]([C:15]3[CH:20]=[CH:19][CH:18]=[C:17]([CH2:21][NH:22][C:23](=[O:29])[O:24][C:25]([CH3:27])([CH3:26])[CH3:28])[CH:16]=3)=[CH:13][CH:14]=2)[S:3]1. The yield is 0.660.